Dataset: hERG potassium channel inhibition data for cardiac toxicity prediction from Karim et al.. Task: Regression/Classification. Given a drug SMILES string, predict its toxicity properties. Task type varies by dataset: regression for continuous values (e.g., LD50, hERG inhibition percentage) or binary classification for toxic/non-toxic outcomes (e.g., AMES mutagenicity, cardiotoxicity, hepatotoxicity). Dataset: herg_karim. The compound is Fc1ccc(-n2ncc3c2CCCC3CCN2Cc3ccccc3C2)cc1. The result is 1 (blocker).